From a dataset of Forward reaction prediction with 1.9M reactions from USPTO patents (1976-2016). Predict the product of the given reaction. (1) The product is: [C:27]([C:2]1[CH:3]=[CH:4][C:5]2[O:9][C:8]3[CH:10]=[C:11]([S:14]([NH:17][C@@H:18]([CH:23]([CH3:25])[CH3:24])[C:19]([O:21][CH3:22])=[O:20])(=[O:15])=[O:16])[CH:12]=[CH:13][C:7]=3[C:6]=2[CH:26]=1)#[N:28]. Given the reactants Br[C:2]1[CH:3]=[CH:4][C:5]2[O:9][C:8]3[CH:10]=[C:11]([S:14]([NH:17][C@@H:18]([CH:23]([CH3:25])[CH3:24])[C:19]([O:21][CH3:22])=[O:20])(=[O:16])=[O:15])[CH:12]=[CH:13][C:7]=3[C:6]=2[CH:26]=1.[CH3:27][N:28]1CCCC1=O, predict the reaction product. (2) Given the reactants C([Li])CCC.[F:6][C:7]1[CH:8]=[N:9][CH:10]=[CH:11][CH:12]=1.[F:13][C:14]1[CH:15]=[C:16]([CH:19]=[CH:20][CH:21]=1)[CH:17]=[O:18].[Cl-].[NH4+], predict the reaction product. The product is: [F:13][C:14]1[CH:15]=[C:16]([CH:17]([C:8]2[C:7]([F:6])=[CH:12][CH:11]=[CH:10][N:9]=2)[OH:18])[CH:19]=[CH:20][CH:21]=1. (3) Given the reactants C(C(CC)CNCC1SC(C2C=C3C(=C(C(N)=O)C=2)NC=C3C2CCN(S(CC)(=O)=O)CC2)=CC=1)C.[CH:37]([C:39]1[S:43][C:42]([B:44]([OH:46])[OH:45])=[CH:41][CH:40]=1)=O.[CH2:47]([O:49][CH2:50][CH2:51][CH2:52][NH2:53])[CH3:48].[BH3-]C#N.[Na+], predict the reaction product. The product is: [CH2:47]([O:49][CH2:50][CH2:51][CH2:52][NH:53][CH2:37][C:39]1[S:43][C:42]([B:44]([OH:46])[OH:45])=[CH:41][CH:40]=1)[CH3:48]. (4) Given the reactants C([O:5][C:6](=[O:39])[CH2:7][C@H:8]([OH:38])[CH2:9][C@H:10]([OH:37])[CH2:11][CH2:12][C:13]1[N:14]([CH:34]([CH3:36])[CH3:35])[C:15]([C:31](=[O:33])[NH2:32])=[C:16]([C:25]2[CH:30]=[CH:29][CH:28]=[CH:27][CH:26]=2)[C:17]=1[C:18]1[CH:23]=[CH:22][C:21]([F:24])=[CH:20][CH:19]=1)(C)(C)C.C(O)C.[OH-].[Na+:44], predict the reaction product. The product is: [Na+:44].[C:31]([C:15]1[N:14]([CH:34]([CH3:35])[CH3:36])[C:13]([CH2:12][CH2:11][C@@H:10]([OH:37])[CH2:9][C@@H:8]([OH:38])[CH2:7][C:6]([O-:39])=[O:5])=[C:17]([C:18]2[CH:19]=[CH:20][C:21]([F:24])=[CH:22][CH:23]=2)[C:16]=1[C:25]1[CH:30]=[CH:29][CH:28]=[CH:27][CH:26]=1)(=[O:33])[NH2:32].